Dataset: Catalyst prediction with 721,799 reactions and 888 catalyst types from USPTO. Task: Predict which catalyst facilitates the given reaction. (1) Reactant: C(OC(=O)[NH:10][CH2:11][CH:12]1[CH2:16][C:15]2[CH:17]=[CH:18][CH:19]=[C:20]([C:21]3[CH:26]=[CH:25][C:24]([Cl:27])=[CH:23][C:22]=3[CH3:28])[C:14]=2[O:13]1)C1C=CC=CC=1.I[Si](C)(C)C. Product: [Cl:27][C:24]1[CH:25]=[CH:26][C:21]([C:20]2[C:14]3[O:13][CH:12]([CH2:11][NH2:10])[CH2:16][C:15]=3[CH:17]=[CH:18][CH:19]=2)=[C:22]([CH3:28])[CH:23]=1. The catalyst class is: 5. (2) Reactant: O=P12OP3(OP(OP(O3)(O1)=O)(=O)O2)=O.OP(O)(O)=O.[C:20]([C:24]1[CH:29]=[CH:28][N:27]=[CH:26][CH:25]=1)(=O)[CH2:21][CH3:22].[NH:30]([C:32]1C=[CH:39][C:35]([C:36]([OH:38])=[O:37])=[CH:34][CH:33]=1)N. Product: [N:27]1[CH:28]=[CH:29][C:24]([C:20]2[NH:30][C:32]3[C:22]([CH:21]=2)=[CH:39][C:35]([C:36]([OH:38])=[O:37])=[CH:34][CH:33]=3)=[CH:25][CH:26]=1. The catalyst class is: 6.